The task is: Predict the reaction yield, written as a fraction of the theoretical maximum amount of product (1.0 means a 100% yield; for example, 0.34 means a 34% yield).. This data is from Reaction yield outcomes from USPTO patents with 853,638 reactions. (1) The reactants are [N:1]1[CH:6]=[CH:5][CH:4]=[C:3]([N:7]2[C:11]3=[N:12][CH:13]=[N:14][C:15](O)=[C:10]3[CH:9]=[N:8]2)[CH:2]=1.P(Cl)(Cl)([Cl:19])=O. The catalyst is CN(C=O)C. The product is [Cl:19][C:15]1[N:14]=[CH:13][N:12]=[C:11]2[N:7]([C:3]3[CH:2]=[N:1][CH:6]=[CH:5][CH:4]=3)[N:8]=[CH:9][C:10]=12. The yield is 0.510. (2) The reactants are [CH3:1][O:2][C:3]1[CH:4]=[C:5]([CH:8]=[CH:9][CH:10]=1)[CH:6]=[O:7].[Br:11]Br.O. The catalyst is C(O)(=O)C. The product is [Br:11][C:8]1[CH:9]=[CH:10][C:3]([O:2][CH3:1])=[CH:4][C:5]=1[CH:6]=[O:7]. The yield is 0.880. (3) The reactants are COC1C=CC(P2(SP(C3C=CC(OC)=CC=3)(=S)S2)=[S:10])=CC=1.[F:23][C:24]1[CH:29]=[CH:28][C:27]([C:30]2[O:31][C:32]3[CH:41]=[C:40]([NH:42][S:43]([CH3:46])(=[O:45])=[O:44])[C:39]([O:47][CH:48]([CH3:50])[CH3:49])=[CH:38][C:33]=3[C:34]=2[C:35]([NH2:37])=O)=[CH:26][CH:25]=1. The catalyst is C1COCC1. The product is [F:23][C:24]1[CH:29]=[CH:28][C:27]([C:30]2[O:31][C:32]3[CH:41]=[C:40]([NH:42][S:43]([CH3:46])(=[O:44])=[O:45])[C:39]([O:47][CH:48]([CH3:49])[CH3:50])=[CH:38][C:33]=3[C:34]=2[C:35](=[S:10])[NH2:37])=[CH:26][CH:25]=1. The yield is 0.290.